From a dataset of Forward reaction prediction with 1.9M reactions from USPTO patents (1976-2016). Predict the product of the given reaction. (1) Given the reactants [F:1][C:2]1[CH:7]=[CH:6][C:5]([CH2:8][C:9]2[CH:18]=[C:17]3[C:12]([C:13]([OH:26])=[C:14]([C:21]([O:23]CC)=O)[C:15](=[O:20])[N:16]3[CH3:19])=[N:11][CH:10]=2)=[CH:4][CH:3]=1.[N:27]1([CH2:32][CH2:33][CH2:34][NH2:35])[CH:31]=[CH:30][N:29]=[CH:28]1, predict the reaction product. The product is: [F:1][C:2]1[CH:7]=[CH:6][C:5]([CH2:8][C:9]2[CH:18]=[C:17]3[C:12]([C:13]([OH:26])=[C:14]([C:21]([NH:35][CH2:34][CH2:33][CH2:32][N:27]4[CH:31]=[CH:30][N:29]=[CH:28]4)=[O:23])[C:15](=[O:20])[N:16]3[CH3:19])=[N:11][CH:10]=2)=[CH:4][CH:3]=1. (2) The product is: [C:15]([O:19][C:20](=[O:27])[NH:21][C:22]1([CH2:25][O:26][C:4]2[CH:11]=[CH:10][CH:9]=[C:8]([N+:12]([O-:14])=[O:13])[C:5]=2[C:6]#[N:7])[CH2:23][CH2:24]1)([CH3:18])([CH3:16])[CH3:17]. Given the reactants [N+]([C:4]1[CH:11]=[CH:10][CH:9]=[C:8]([N+:12]([O-:14])=[O:13])[C:5]=1[C:6]#[N:7])([O-])=O.[C:15]([O:19][C:20](=[O:27])[NH:21][C:22]1([CH2:25][OH:26])[CH2:24][CH2:23]1)([CH3:18])([CH3:17])[CH3:16], predict the reaction product. (3) The product is: [NH2:1][C:2]1[C:3]2[C:10]([C:26]3[CH:39]=[CH:38][CH:37]=[C:28]([O:29][CH2:30][CH:31]4[CH2:36][CH2:35][CH2:34][CH2:33][O:32]4)[CH:27]=3)=[CH:9][N:8]([C@@H:12]3[CH2:15][C@H:14]([CH2:16][OH:17])[CH2:13]3)[C:4]=2[N:5]=[CH:6][N:7]=1. Given the reactants [NH2:1][C:2]1[C:3]2[C:10](I)=[CH:9][N:8]([C@@H:12]3[CH2:15][C@H:14]([CH2:16][OH:17])[CH2:13]3)[C:4]=2[N:5]=[CH:6][N:7]=1.CC1(C)C(C)(C)OB([C:26]2[CH:27]=[C:28]([CH:37]=[CH:38][CH:39]=2)[O:29][CH2:30][CH:31]2[CH2:36][CH2:35][CH2:34][CH2:33][O:32]2)O1.C(=O)([O-])[O-].[Na+].[Na+].CN(C=O)C, predict the reaction product. (4) Given the reactants Cl[CH2:2][C:3](=O)[CH3:4].C(=O)([O-])O.[Na+].[C:11]1([C:17](=[O:25])[CH2:18][C:19]2[CH:24]=[CH:23][CH:22]=[CH:21][N:20]=2)[CH:16]=[CH:15][CH:14]=[CH:13][CH:12]=1, predict the reaction product. The product is: [CH3:4][C:3]1[C:18]([C:17]([C:11]2[CH:12]=[CH:13][CH:14]=[CH:15][CH:16]=2)=[O:25])=[C:19]2[N:20]([CH:2]=1)[CH:21]=[CH:22][CH:23]=[CH:24]2.